This data is from Reaction yield outcomes from USPTO patents with 853,638 reactions. The task is: Predict the reaction yield, written as a fraction of the theoretical maximum amount of product (1.0 means a 100% yield; for example, 0.34 means a 34% yield). (1) The reactants are [Br:1][C:2]1[CH:7]=[C:6]([N+:8]([O-:10])=[O:9])[CH:5]=[CH:4][C:3]=1F.[F:12][C:13]1[CH:18]=[C:17]([F:19])[CH:16]=[CH:15][C:14]=1[OH:20].C(=O)([O-])[O-].[Cs+].[Cs+]. The catalyst is CS(C)=O. The yield is 1.00. The product is [Br:1][C:2]1[CH:7]=[C:6]([N+:8]([O-:10])=[O:9])[CH:5]=[CH:4][C:3]=1[O:20][C:14]1[CH:15]=[CH:16][C:17]([F:19])=[CH:18][C:13]=1[F:12]. (2) The reactants are [CH2:1]([O:3][CH:4]([C:15]([O:17][CH2:18][C:19]([Cl:22])([Cl:21])[Cl:20])=[O:16])[CH2:5][C:6]1[CH:14]=[CH:13][C:9]([C:10]([OH:12])=[O:11])=[CH:8][CH:7]=1)[CH3:2].O[CH2:24][C:25]1[CH:30]=[CH:29][C:28]([O:31][S:32]([CH3:35])(=[O:34])=[O:33])=[CH:27][CH:26]=1.C(OC(=O)C(OCC)CC1C=CC(OC(=O)CC2N=C(C3C=CC=CC=3)OC=2C)=C(CC2C=CC=CC=2)C=1)C1C=CC=CC=1. No catalyst specified. The product is [CH3:35][S:32]([O:31][C:28]1[CH:29]=[CH:30][C:25]([CH2:24][O:11][C:10](=[O:12])[C:9]2[CH:13]=[CH:14][C:6]([CH2:5][CH:4]([O:3][CH2:1][CH3:2])[C:15]([O:17][CH2:18][C:19]([Cl:20])([Cl:21])[Cl:22])=[O:16])=[CH:7][CH:8]=2)=[CH:26][CH:27]=1)(=[O:34])=[O:33]. The yield is 0.470.